Task: Predict the reaction yield, written as a fraction of the theoretical maximum amount of product (1.0 means a 100% yield; for example, 0.34 means a 34% yield).. Dataset: Reaction yield outcomes from USPTO patents with 853,638 reactions (1) The reactants are CS(C)=O.C(Cl)(=O)C(Cl)=O.[F:11][C:12]1[C:17]([F:18])=[CH:16][CH:15]=[CH:14][C:13]=1[C@@H:19]1[CH2:29][CH2:28][C@@H:27]([OH:30])[C:22]2=[N:23][CH:24]=[CH:25][CH:26]=[C:21]2[C@H:20]1[NH:31][C:32](=[O:38])[O:33][C:34]([CH3:37])([CH3:36])[CH3:35].C(N(CC)CC)C. The catalyst is C(Cl)Cl. The product is [F:11][C:12]1[C:17]([F:18])=[CH:16][CH:15]=[CH:14][C:13]=1[C@@H:19]1[CH2:29][CH2:28][C:27](=[O:30])[C:22]2=[N:23][CH:24]=[CH:25][CH:26]=[C:21]2[C@H:20]1[NH:31][C:32](=[O:38])[O:33][C:34]([CH3:36])([CH3:35])[CH3:37]. The yield is 0.730. (2) The reactants are [F:1][C:2]1[CH:7]=[CH:6][CH:5]=[C:4]([F:8])[C:3]=1Br.[CH3:10][O:11][C:12]1[CH:17]=[CH:16][CH:15]=[CH:14][C:13]=1B(O)O.C(=O)([O-])[O-].[K+].[K+].CC1C=CC(S(OCC2CC3C(C4C=CC=CC=4)=CC=CC=3O2)(=O)=O)=CC=1. The catalyst is CC1C=CC=CC=1[P](C1C=CC=CC=1C)([Pd](Cl)(Cl)[P](C1=C(C)C=CC=C1)(C1C=CC=CC=1C)C1C=CC=CC=1C)C1C=CC=CC=1C. The product is [CH3:10][O:11][C:12]1[C:13]([C:3]2[C:2]([F:1])=[CH:7][CH:6]=[CH:5][C:4]=2[F:8])=[CH:14][CH:15]=[CH:16][CH:17]=1. The yield is 0.450. (3) The reactants are [OH-].[Li+].C([O:6][C:7]1[CH:8]=[C:9]2[C:13](=[CH:14][C:15]=1[CH3:16])[N:12](C(=O)C)[N:11]=[CH:10]2)(=O)C.S([O-])(O)(=O)=O.[K+].O. The catalyst is CO.O1CCCC1. The product is [CH3:16][C:15]1[CH:14]=[C:13]2[C:9]([CH:10]=[N:11][NH:12]2)=[CH:8][C:7]=1[OH:6]. The yield is 0.920. (4) The reactants are [OH:1][C:2]1[CH:3]=[C:4]2[C:9](=[CH:10][CH:11]=1)[C:8]([C:12](=[O:28])[C:13]1[CH:18]=[CH:17][C:16]([O:19][CH2:20][CH2:21][N:22]3[CH2:27][CH2:26][CH2:25][CH2:24][CH2:23]3)=[CH:15][CH:14]=1)=[C:7]([O:29][S:30]([C:33]([F:36])([F:35])[F:34])(=[O:32])=[O:31])[CH:6]=[CH:5]2.[CH2:37](O)[C:38]1[CH:43]=[CH:42][CH:41]=[CH:40][CH:39]=1.C1C=CC(P(C2C=CC=CC=2)C2C=CC=CC=2)=CC=1.CC(OC(/N=N/C(OC(C)C)=O)=O)C. The catalyst is C1COCC1. The product is [CH2:37]([O:1][C:2]1[CH:3]=[C:4]2[C:9](=[CH:10][CH:11]=1)[C:8]([C:12](=[O:28])[C:13]1[CH:14]=[CH:15][C:16]([O:19][CH2:20][CH2:21][N:22]3[CH2:27][CH2:26][CH2:25][CH2:24][CH2:23]3)=[CH:17][CH:18]=1)=[C:7]([O:29][S:30]([C:33]([F:35])([F:36])[F:34])(=[O:32])=[O:31])[CH:6]=[CH:5]2)[C:38]1[CH:43]=[CH:42][CH:41]=[CH:40][CH:39]=1. The yield is 0.960. (5) The reactants are [Br:1][C:2]1[CH:3]=[N:4][N:5]([C:7]([CH3:12])([CH3:11])[C:8]([OH:10])=O)[CH:6]=1.[CH2:13]([NH2:17])[CH:14]([CH3:16])[CH3:15]. No catalyst specified. The product is [Br:1][C:2]1[CH:3]=[N:4][N:5]([C:7]([CH3:12])([CH3:11])[C:8]([NH:17][CH2:13][CH:14]([CH3:16])[CH3:15])=[O:10])[CH:6]=1. The yield is 0.950.